From a dataset of Experimentally validated miRNA-target interactions with 360,000+ pairs, plus equal number of negative samples. Binary Classification. Given a miRNA mature sequence and a target amino acid sequence, predict their likelihood of interaction. (1) The miRNA is mmu-miR-1892 with sequence AUUUGGGGACGGGAGGGAGGAU. The protein sequence of the target gene is MASQLQNRLRSALALVTGAGSGIGRAVSVRLAGEGATVAACDLDRAAAQETVRLLGGPGSKEGPPRGNHAAFQADVSEARAARCLLEQVQACFSRPPSVVVSCAGITQDEFLLHMSEDDWDKVIAVNLKGTFLVTQAAAQALVSNGCRGSIINISSIVGKVGNVGQTNYAASKAGVIGLTQTAARELGRHGIRCNSVLPGFIATPMTQKVPQKVVDKITEMIPMGHLGDPEDVADVVAFLASEDSGYITGTSVEVTGGLFM. Result: 0 (no interaction). (2) The miRNA is hsa-miR-1587 with sequence UUGGGCUGGGCUGGGUUGGG. The protein sequence of the target gene is MHCHAELRLSSPGQLKAARRRYKTFMIDEILSKETCDYFEKLSLYSVCPSLVVRPKPLHSCTGSPSLRAYPLLSVITRQPTVISHLVPATPGIAQALSCHQVTEAVSAEAPGGEALASSESETEQPTPRQKKPRRSRTIFTELQLMGLEKKFQKQKYLSTPDRLDLAQSLGLTQLQVKTWYQNRRMKWKKMVLKGGQEAPTKPKGRPKKNSIPTSEEIEAEEKMNSQAQGQEQLEPSQGQEELCEAQEPKARDVPLEMAEPPDPPQELPIPSSEPPPLS. Result: 1 (interaction). (3) The miRNA is hsa-miR-6507-5p with sequence GAAGAAUAGGAGGGACUUUGU. The protein sequence of the target gene is MRGLEESGPRPTATPCGCVKPALETGNLLTEPVGYLESCFSAKNGTPRQPSICSYSRACLRIRKRIFNNPEHSLMGLEQFSHVWILFVFHKNGHLSCKAKVQPPRLNGAKTGVFSTRSPHRPNAIGLTLAKLEKVEGGAIYLSGIDMIHGTPVLDIKPYIAEYDSPQNVMEPLADFNLQNNQHTPNTVSQSDSKTDSCDQRQLSGCDEPQPHHSTKRKPKCPEDRTSEENYLTHSDTARIQQAFPMHREIAVDFGLESRRDQSSSVAEEQIGPYCPEKSFSEKGTDKKLERVEGAAVLQG.... Result: 0 (no interaction). (4) The miRNA is hsa-miR-30a-5p with sequence UGUAAACAUCCUCGACUGGAAG. The protein sequence of the target gene is MAERRRHKKRIQEVGEPSKEEKAVAKYLRFNCPTKSTNMMGHRVDYFIASKAVDCLLDSKWAKAKKGEEALFTTRESVVDYCNRLLKKQFFHRALKVMKMKYDKDIKKEKDKGKAESGKEEDKKSKKENIKDEKTKKEKEKKKDGEKEESKKEETPGTPKKKETKKKFKLEPHDDQVFLDGNEVYVWIYDPVHFKTFVMGLILVIAVIAATLFPLWPAEMRVGVYYLSVGAGCFVASILLLAVARCILFLIIWLITGGRHHFWFLPNLTADVGFIDSFRPLYTHEYKGPKADLKKDEKSE.... Result: 1 (interaction).